Dataset: Full USPTO retrosynthesis dataset with 1.9M reactions from patents (1976-2016). Task: Predict the reactants needed to synthesize the given product. (1) Given the product [N+:18]([C:11]1[CH:12]=[C:13]([CH:16]=[CH:17][C:10]=1[S:7][C:1]1[CH:6]=[CH:5][CH:4]=[CH:3][CH:2]=1)[C:14]#[N:15])([O-:20])=[O:19], predict the reactants needed to synthesize it. The reactants are: [C:1]1([S-:7])[CH:6]=[CH:5][CH:4]=[CH:3][CH:2]=1.[Na+].Cl[C:10]1[CH:17]=[CH:16][C:13]([C:14]#[N:15])=[CH:12][C:11]=1[N+:18]([O-:20])=[O:19]. (2) Given the product [C:1]1([C:7]2[NH:11][C:10]3[CH:12]=[CH:13][C:14]([CH:16]=[O:17])=[CH:15][C:9]=3[N:8]=2)[CH:6]=[CH:5][CH:4]=[CH:3][CH:2]=1, predict the reactants needed to synthesize it. The reactants are: [C:1]1([C:7]2[NH:11][C:10]3[CH:12]=[CH:13][C:14]([CH2:16][OH:17])=[CH:15][C:9]=3[N:8]=2)[CH:6]=[CH:5][CH:4]=[CH:3][CH:2]=1. (3) Given the product [Cl:21][C:22]1[N:23]=[CH:24][C:25]([CH2:28][O:1][C:2]2[CH:7]=[CH:6][C:5]([C:8]([N:10]3[CH2:14][CH2:13][CH2:12][C@H:11]3[CH2:15][N:16]3[CH2:17][CH2:18][CH2:19][CH2:20]3)=[O:9])=[CH:4][CH:3]=2)=[CH:26][CH:27]=1, predict the reactants needed to synthesize it. The reactants are: [OH:1][C:2]1[CH:7]=[CH:6][C:5]([C:8]([N:10]2[CH2:14][CH2:13][CH2:12][C@H:11]2[CH2:15][N:16]2[CH2:20][CH2:19][CH2:18][CH2:17]2)=[O:9])=[CH:4][CH:3]=1.[Cl:21][C:22]1[CH:27]=[CH:26][C:25]([CH2:28]Cl)=[CH:24][N:23]=1. (4) Given the product [CH3:11][N:12]1[C@@H:28]2[CH2:29][C:17]3[CH:18]=[CH:19][C:20]([O:31][CH3:32])=[C:21]4[O:22][C@H:23]5[C:24]([CH2:25][CH2:26][C@@H:27]2[C@:15]5([C:16]=34)[CH2:14][CH2:13]1)=[O:30], predict the reactants needed to synthesize it. The reactants are: N12CN3CC(CN(C3)P1)C2.[CH3:11][N:12]1[C@@H:28]2[CH2:29][C:17]3[CH:18]=[CH:19][C:20]([O:31][CH3:32])=[C:21]4[O:22][C@H:23]5[C@@H:24]([OH:30])[CH:25]=[CH:26][C@@H:27]2[C@:15]5([C:16]=34)[CH2:14][CH2:13]1.[OH-].[Na+]. (5) Given the product [C:7]([C:6]1[CH:9]=[CH:10][C:3]([CH:1]2[C:19]([C:16]3[S:17][CH:18]=[C:14]([CH3:13])[N:15]=3)=[C:20]([CH2:21][CH2:22][CH3:23])[NH:25][C:26]([CH3:30])=[C:27]2[C:28]#[N:29])=[C:4]([O:11][CH3:12])[CH:5]=1)#[N:8], predict the reactants needed to synthesize it. The reactants are: [CH:1]([C:3]1[CH:10]=[CH:9][C:6]([C:7]#[N:8])=[CH:5][C:4]=1[O:11][CH3:12])=O.[CH3:13][C:14]1[N:15]=[C:16]([CH2:19][C:20](=O)[CH2:21][CH2:22][CH3:23])[S:17][CH:18]=1.[NH2:25]/[C:26](/[CH3:30])=[CH:27]\[C:28]#[N:29]. (6) Given the product [CH2:11]([N:18]1[CH2:22][CH2:21][C@@H:20]([N:23]([C:34]([O:36][C:37]([CH3:40])([CH3:39])[CH3:38])=[O:35])[C:24]2[N:25]=[CH:26][C:27](/[CH:30]=[CH:50]/[C:51]([O:52][CH2:53][CH3:49])=[O:43])=[N:28][CH:29]=2)[CH2:19]1)[C:12]1[CH:17]=[CH:16][CH:15]=[CH:14][CH:13]=1, predict the reactants needed to synthesize it. The reactants are: [H-].C([Al+]CC(C)C)C(C)C.[CH2:11]([N:18]1[CH2:22][CH2:21][C@@H:20]([N:23]([C:34]([O:36][C:37]([CH3:40])([CH3:39])[CH3:38])=[O:35])[C:24]2[N:25]=[CH:26][C:27]([C:30](OC)=O)=[N:28][CH:29]=2)[CH2:19]1)[C:12]1[CH:17]=[CH:16][CH:15]=[CH:14][CH:13]=1.[Cl-].[NH4+].[O-:43]S([O-])(=O)=O.[Mg+2].[CH2:49]1[CH2:53][O:52][CH2:51][CH2:50]1.